Dataset: Full USPTO retrosynthesis dataset with 1.9M reactions from patents (1976-2016). Task: Predict the reactants needed to synthesize the given product. (1) Given the product [C:1]([O:5][C:6](=[O:24])[CH:7]([NH:13][C:14]([O:16][CH2:17][C:18]1[CH:19]=[CH:20][CH:21]=[CH:22][CH:23]=1)=[O:15])[CH2:8][CH2:9][CH2:10][OH:11])([CH3:4])([CH3:2])[CH3:3], predict the reactants needed to synthesize it. The reactants are: [C:1]([O:5][C:6](=[O:24])[CH:7]([NH:13][C:14]([O:16][CH2:17][C:18]1[CH:23]=[CH:22][CH:21]=[CH:20][CH:19]=1)=[O:15])[CH2:8][CH2:9][C:10](O)=[O:11])([CH3:4])([CH3:3])[CH3:2].C(N(CC)CC)C.ClC(OCC(C)C)=O. (2) The reactants are: Cl.[NH2:2][C@@H:3]1[C:11]2[C:6](=[C:7]([C:12]3[S:16][C:15]([C:17]4[CH:18]=[CH:19][C:20]([O:25][CH:26]([CH3:28])[CH3:27])=[C:21]([CH:24]=4)[C:22]#[N:23])=[N:14][N:13]=3)[CH:8]=[CH:9][CH:10]=2)[CH2:5][CH2:4]1.[S:29](N)([NH2:32])(=[O:31])=[O:30]. Given the product [C:22]([C:21]1[CH:24]=[C:17]([C:15]2[S:16][C:12]([C:7]3[CH:8]=[CH:9][CH:10]=[C:11]4[C:6]=3[CH2:5][CH2:4][C@@H:3]4[NH:2][S:29]([NH2:32])(=[O:31])=[O:30])=[N:13][N:14]=2)[CH:18]=[CH:19][C:20]=1[O:25][CH:26]([CH3:28])[CH3:27])#[N:23], predict the reactants needed to synthesize it. (3) Given the product [Br:1][C:2]1[CH:14]=[CH:13][C:5]([N:6]([CH2:22][C:21]2[CH:24]=[CH:25][CH:26]=[C:19]([Cl:18])[CH:20]=2)[CH2:7][CH2:8][C:9]([F:11])([F:12])[F:10])=[C:4]([N+:15]([O-:17])=[O:16])[CH:3]=1, predict the reactants needed to synthesize it. The reactants are: [Br:1][C:2]1[CH:14]=[CH:13][C:5]([NH:6][CH2:7][CH2:8][C:9]([F:12])([F:11])[F:10])=[C:4]([N+:15]([O-:17])=[O:16])[CH:3]=1.[Cl:18][C:19]1[CH:20]=[C:21]([CH:24]=[CH:25][CH:26]=1)[CH2:22]Br.C(N(CCC(F)(F)F)C1C=CC(Br)=CC=1[N+]([O-])=O)C1C=CC=CC=1. (4) Given the product [CH2:1]([O:3][C:4]([C:6]1[C:7]([CH3:21])=[N:8][C:9]([N:15]2[CH2:16][CH2:17][O:18][CH2:19][CH2:20]2)=[CH:10][C:11]=1[CH2:12][CH2:13][CH3:14])=[O:5])[CH3:2], predict the reactants needed to synthesize it. The reactants are: [CH2:1]([O:3][C:4]([C:6]1[C:7]([CH3:21])=[N:8][C:9]([N:15]2[CH2:20][CH2:19][O:18][CH2:17][CH2:16]2)=[CH:10][C:11]=1/[CH:12]=[CH:13]/[CH3:14])=[O:5])[CH3:2]. (5) The reactants are: [CH:1]1[N:5]2[C:6]3[CH:12]=[CH:11][NH:10][C:7]=3[N:8]=[CH:9][C:4]2=[N:3][N:2]=1.C1N2CN3CN(C2)CN1C3.[C:23](O)(=[O:25])C. Given the product [CH:1]1[N:5]2[C:6]3[C:12]([CH:23]=[O:25])=[CH:11][NH:10][C:7]=3[N:8]=[CH:9][C:4]2=[N:3][N:2]=1, predict the reactants needed to synthesize it. (6) Given the product [CH3:35][O:34][C:28]1[CH:29]=[CH:30][C:25]([C:23]#[N:24])=[CH:26][C:27]=1[C:2]1[C:3]2[CH:10]=[C:9]([C:11]3[CH:16]=[CH:15][C:14]([N:17]4[CH2:22][CH2:21][O:20][CH2:19][CH2:18]4)=[CH:13][CH:12]=3)[NH:8][C:4]=2[N:5]=[CH:6][N:7]=1, predict the reactants needed to synthesize it. The reactants are: Cl[C:2]1[C:3]2[CH:10]=[C:9]([C:11]3[CH:16]=[CH:15][C:14]([N:17]4[CH2:22][CH2:21][O:20][CH2:19][CH2:18]4)=[CH:13][CH:12]=3)[NH:8][C:4]=2[N:5]=[CH:6][N:7]=1.[C:23]([C:25]1[CH:26]=[CH:27][C:28]([O:34][CH3:35])=[C:29](B(O)O)[CH:30]=1)#[N:24].C([O-])([O-])=O.[Na+].[Na+].C(#N)C.O. (7) Given the product [CH2:14]([O:21][C:22]([CH2:2][C@H:3]([OH:4])[C:5]([OH:7])=[O:6])=[O:23])[C:15]1[CH:20]=[CH:19][CH:18]=[CH:17][CH:16]=1, predict the reactants needed to synthesize it. The reactants are: N[CH2:2][C@@H:3]([C:5]([OH:7])=[O:6])[OH:4].C([O-])([O-])=O.[K+].[K+].[CH2:14]([O:21][C:22](ON1C(=O)CCC1=O)=[O:23])[C:15]1[CH:20]=[CH:19][CH:18]=[CH:17][CH:16]=1. (8) Given the product [Cl:6][CH:7]1[CH:19]=[C:11]2[CH2:12][O:13][CH2:14][C:15]3[CH:16]=[CH:17][CH:18]=[C:9]([C:10]=32)[C:8]1([C:22]1[N:27]=[C:26]([S:28]([CH3:30])=[O:29])[N:25]=[C:24]([SH:3])[N:23]=1)[C:20]#[N:21], predict the reactants needed to synthesize it. The reactants are: C([O-])(=[S:3])C.[K+].[Cl:6][CH:7]1[CH:19]=[C:11]2[CH2:12][O:13][CH2:14][C:15]3[CH:16]=[CH:17][CH:18]=[C:9]([C:10]=32)[C:8]1([C:22]1[N:27]=[C:26]([S:28]([CH3:30])=[O:29])[N:25]=[C:24](N)[N:23]=1)[C:20]#[N:21].[OH-].[Na+].Cl. (9) Given the product [Cl:1][C:2]1[CH:7]=[C:6]([C:8]#[C:9][C:10]2[N:11]=[C:12]([CH3:15])[N:13]([C:17]3[CH:22]=[CH:21][N:20]=[C:19]([C:23]([F:26])([F:25])[F:24])[N:18]=3)[CH:14]=2)[CH:5]=[CH:4][N:3]=1, predict the reactants needed to synthesize it. The reactants are: [Cl:1][C:2]1[CH:7]=[C:6]([C:8]#[C:9][C:10]2[N:11]=[C:12]([CH3:15])[NH:13][CH:14]=2)[CH:5]=[CH:4][N:3]=1.Cl[C:17]1[CH:22]=[CH:21][N:20]=[C:19]([C:23]([F:26])([F:25])[F:24])[N:18]=1.